Predict the reactants needed to synthesize the given product. From a dataset of Full USPTO retrosynthesis dataset with 1.9M reactions from patents (1976-2016). (1) Given the product [Cl:1][C:2]1[N:7]=[C:6]([C:8]([NH:18][C:19]2[CH:20]=[C:21]([CH3:25])[CH:22]=[CH:23][CH:24]=2)=[O:9])[CH:5]=[N:4][CH:3]=1, predict the reactants needed to synthesize it. The reactants are: [Cl:1][C:2]1[N:7]=[C:6]([C:8](Cl)=[O:9])[CH:5]=[N:4][CH:3]=1.C(N(CC)CC)C.[NH2:18][C:19]1[CH:24]=[CH:23][CH:22]=[C:21]([CH3:25])[CH:20]=1. (2) The reactants are: [BH4-].[Na+].[F:3][C:4]1[CH:9]=[CH:8][C:7]([C:10](=[O:31])[CH:11]([CH2:17][C:18]2[CH:23]=[CH:22][C:21]([O:24][C:25]3[CH:30]=[CH:29][CH:28]=[CH:27][CH:26]=3)=[CH:20][CH:19]=2)[C:12]([O:14][CH2:15][CH3:16])=[O:13])=[CH:6][CH:5]=1.Cl. Given the product [F:3][C:4]1[CH:5]=[CH:6][C:7]([CH:10]([OH:31])[CH:11]([CH2:17][C:18]2[CH:19]=[CH:20][C:21]([O:24][C:25]3[CH:30]=[CH:29][CH:28]=[CH:27][CH:26]=3)=[CH:22][CH:23]=2)[C:12]([O:14][CH2:15][CH3:16])=[O:13])=[CH:8][CH:9]=1, predict the reactants needed to synthesize it.